Task: Predict the product of the given reaction.. Dataset: Forward reaction prediction with 1.9M reactions from USPTO patents (1976-2016) (1) Given the reactants [NH2:1][C:2]1[CH:7]=[CH:6][C:5]([N:8]2[C:14](=[O:15])[CH2:13][C:12](=[O:16])[NH:11][C:10]3[C:17]4[C:22]([CH:23]=[CH:24][C:9]2=3)=[CH:21][CH:20]=[CH:19][CH:18]=4)=[CH:4][CH:3]=1.[C:25]([C:29]1[CH:37]=[CH:36][CH:35]=[CH:34][C:30]=1[C:31](Cl)=[O:32])([CH3:28])([CH3:27])[CH3:26].CC1C(C)=CC=CC=1C(NC1C=CC(N2C(=O)CC(=O)NC3C4C(C=CC2=3)=CC=CC=4)=CC=1OC)=O, predict the reaction product. The product is: [C:25]([C:29]1[CH:37]=[CH:36][CH:35]=[CH:34][C:30]=1[C:31]([NH:1][C:2]1[CH:7]=[CH:6][C:5]([N:8]2[C:14](=[O:15])[CH2:13][C:12](=[O:16])[NH:11][C:10]3[C:17]4[C:22]([CH:23]=[CH:24][C:9]2=3)=[CH:21][CH:20]=[CH:19][CH:18]=4)=[CH:4][CH:3]=1)=[O:32])([CH3:28])([CH3:26])[CH3:27]. (2) Given the reactants [OH:1][CH:2]1[CH2:5][N:4]([C:6]([N:8]2[CH2:13][CH:12]([C:14]3[CH:19]=[CH:18][C:17]([C:20]([F:23])([F:22])[F:21])=[CH:16][CH:15]=3)[CH2:11][CH:10]([C:24]([OH:26])=O)[CH2:9]2)=[O:7])[CH2:3]1.[CH2:27]([O:29][CH2:30][CH2:31][C:32](=[N:34]O)[NH2:33])[CH3:28], predict the reaction product. The product is: [OH:1][CH:2]1[CH2:3][N:4]([C:6]([N:8]2[CH2:13][CH:12]([C:14]3[CH:15]=[CH:16][C:17]([C:20]([F:22])([F:23])[F:21])=[CH:18][CH:19]=3)[CH2:11][CH:10]([C:24]3[O:26][N:34]=[C:32]([CH2:31][CH2:30][O:29][CH2:27][CH3:28])[N:33]=3)[CH2:9]2)=[O:7])[CH2:5]1. (3) Given the reactants [Cl:1][C:2]1[N:3]=[C:4]([O:9][CH2:10][C:11]2[CH:12]=[N:13][CH:14]=[CH:15][CH:16]=2)[C:5]([NH2:8])=[N:6][CH:7]=1.[Cl:17][C:18]1[C:19]([F:28])=[C:20]([S:24](Cl)(=[O:26])=[O:25])[CH:21]=[CH:22][CH:23]=1, predict the reaction product. The product is: [Cl:17][C:18]1[C:19]([F:28])=[C:20]([S:24]([NH:8][C:5]2[C:4]([O:9][CH2:10][C:11]3[CH:12]=[N:13][CH:14]=[CH:15][CH:16]=3)=[N:3][C:2]([Cl:1])=[CH:7][N:6]=2)(=[O:26])=[O:25])[CH:21]=[CH:22][CH:23]=1. (4) Given the reactants [CH3:1][O:2][C:3]1[CH:4]=[C:5]([CH:8]=[CH:9][CH:10]=1)[CH:6]=O.[O:11]1[C:15]2([CH2:20][CH2:19][NH:18][CH2:17][CH2:16]2)[O:14][CH2:13][CH2:12]1.C(O[BH-](OC(=O)C)OC(=O)C)(=O)C.[Na+].C(=O)([O-])[O-].[Na+].[Na+], predict the reaction product. The product is: [CH3:1][O:2][C:3]1[CH:4]=[C:5]([CH:8]=[CH:9][CH:10]=1)[CH2:6][N:18]1[CH2:19][CH2:20][C:15]2([O:14][CH2:13][CH2:12][O:11]2)[CH2:16][CH2:17]1. (5) Given the reactants [NH2:1][C:2]1[CH:7]=[C:6]([C:8]2[CH:16]=[CH:15][C:11]3=[N:12][O:13][N:14]=[C:10]3[C:9]=2F)[N:5]=[C:4]([C:18]([O:20][CH3:21])=[O:19])[C:3]=1[Cl:22].C[O-].[Na+].[C:26](O)(=[O:28])C, predict the reaction product. The product is: [NH2:1][C:2]1[CH:7]=[C:6]([C:8]2[CH:16]=[CH:15][C:11]3=[N:12][O:13][N:14]=[C:10]3[C:9]=2[O:28][CH3:26])[N:5]=[C:4]([C:18]([O:20][CH3:21])=[O:19])[C:3]=1[Cl:22]. (6) Given the reactants [CH2:1]([N:8]1[C:17](=[O:18])[C:16]2[C:11](=[N:12][C:13]3[CH:22]=[CH:21][CH:20]=[CH:19][C:14]=3[N:15]=2)[N:10]=[C:9]1[CH:23](Br)[CH:24]([CH3:26])[CH3:25])[C:2]1[CH:7]=[CH:6][CH:5]=[CH:4][CH:3]=1.[NH2:28][CH2:29][CH2:30][CH2:31][NH:32][C:33](=[O:39])[O:34][C:35]([CH3:38])([CH3:37])[CH3:36], predict the reaction product. The product is: [C:35]([O:34][C:33](=[O:39])[NH:32][CH2:31][CH2:30][CH2:29][NH:28][CH:23]([C:9]1[N:8]([CH2:1][C:2]2[CH:7]=[CH:6][CH:5]=[CH:4][CH:3]=2)[C:17](=[O:18])[C:16]2[C:11](=[N:12][C:13]3[CH:22]=[CH:21][CH:20]=[CH:19][C:14]=3[N:15]=2)[N:10]=1)[CH:24]([CH3:26])[CH3:25])([CH3:38])([CH3:36])[CH3:37].